Dataset: Catalyst prediction with 721,799 reactions and 888 catalyst types from USPTO. Task: Predict which catalyst facilitates the given reaction. (1) Reactant: [OH:1][CH2:2][CH2:3][O:4][CH2:5][CH2:6][OH:7].[H-].[Na+].[Cl:10][C:11]1[CH:16]=[CH:15][C:14]([CH:17]([C:41]2[CH:46]=[CH:45][C:44]([Cl:47])=[CH:43][CH:42]=2)[C:18]2[CH:19]=[C:20]3[C:25](=[CH:26][CH:27]=2)[N:24]=[C:23](Cl)[N:22]=[C:21]3[NH:29][CH2:30][C:31]2[CH:36]=[CH:35][CH:34]=[C:33]([C:37]([F:40])([F:39])[F:38])[CH:32]=2)=[CH:13][CH:12]=1. Product: [Cl:47][C:44]1[CH:45]=[CH:46][C:41]([CH:17]([C:14]2[CH:13]=[CH:12][C:11]([Cl:10])=[CH:16][CH:15]=2)[C:18]2[CH:19]=[C:20]3[C:25](=[CH:26][CH:27]=2)[N:24]=[C:23]([O:1][CH2:2][CH2:3][O:4][CH2:5][CH2:6][OH:7])[N:22]=[C:21]3[NH:29][CH2:30][C:31]2[CH:36]=[CH:35][CH:34]=[C:33]([C:37]([F:40])([F:39])[F:38])[CH:32]=2)=[CH:42][CH:43]=1. The catalyst class is: 7. (2) Reactant: O[CH:2]=[C:3]1[C:11]2[C:6](=[CH:7][C:8]([C:12]([C:14]3[CH:19]=[CH:18][C:17]([NH:20][C:21](=[O:23])[CH3:22])=[CH:16][CH:15]=3)=[O:13])=[CH:9][CH:10]=2)[NH:5][C:4]1=[O:24].[NH2:25][C:26]1[CH:27]=[CH:28][C:29]([O:33][CH3:34])=[C:30]([OH:32])[CH:31]=1. Product: [OH:32][C:30]1[CH:31]=[C:26]([NH:25][CH:2]=[C:3]2[C:11]3[C:6](=[CH:7][C:8]([C:12]([C:14]4[CH:19]=[CH:18][C:17]([NH:20][C:21](=[O:23])[CH3:22])=[CH:16][CH:15]=4)=[O:13])=[CH:9][CH:10]=3)[NH:5][C:4]2=[O:24])[CH:27]=[CH:28][C:29]=1[O:33][CH3:34]. The catalyst class is: 1. (3) Product: [CH3:1][N:2]1[C:10]2[C:5](=[CH:6][CH:7]=[CH:8][C:9]=2[CH2:11][N:12]2[C:16]3[CH:17]=[CH:18][CH:19]=[CH:20][C:15]=3[NH:14][C:13]2=[O:24])[CH:4]=[C:3]1[CH3:25]. Reactant: [CH3:1][N:2]1[C:10]2[C:5](=[CH:6][CH:7]=[CH:8][C:9]=2[CH2:11][N:12]2[C:16]3[CH:17]=[CH:18][CH:19]=[CH:20][C:15]=3[N:14](C(C)=C)[C:13]2=[O:24])[CH:4]=[C:3]1[CH3:25].O.Cl. The catalyst class is: 8. (4) Reactant: [F:1][C:2]1[CH:3]=[C:4]([C@H:12]2[O:16][C:15](=[O:17])[N:14]([CH2:18][C:19]3[C:24]([C:25]4[CH:26]=[C:27]([C:33]5[CH:45]=[CH:44][C:36]([C:37]([O:39][C:40]([CH3:43])([CH3:42])[CH3:41])=[O:38])=[CH:35][C:34]=5[CH3:46])[CH:28]=[N:29][C:30]=4[O:31][CH3:32])=[CH:23][N:22]=[C:21](S(C)(=O)=O)[N:20]=3)[C@H:13]2[CH3:51])[CH:5]=[C:6]([C:8]([F:11])([F:10])[F:9])[CH:7]=1.Cl.[F:53][CH:54]1[CH2:57][NH:56][CH2:55]1.C(N(CC)CC)C. Product: [F:53][CH:54]1[CH2:57][N:56]([C:21]2[N:20]=[C:19]([CH2:18][N:14]3[C@@H:13]([CH3:51])[C@@H:12]([C:4]4[CH:5]=[C:6]([C:8]([F:10])([F:9])[F:11])[CH:7]=[C:2]([F:1])[CH:3]=4)[O:16][C:15]3=[O:17])[C:24]([C:25]3[CH:26]=[C:27]([C:33]4[CH:45]=[CH:44][C:36]([C:37]([O:39][C:40]([CH3:41])([CH3:43])[CH3:42])=[O:38])=[CH:35][C:34]=4[CH3:46])[CH:28]=[N:29][C:30]=3[O:31][CH3:32])=[CH:23][N:22]=2)[CH2:55]1. The catalyst class is: 56. (5) Reactant: [N+:1]([C:4]1[CH:5]=[N:6][N:7]([CH2:9][C:10]([OH:12])=[O:11])[CH:8]=1)([O-:3])=[O:2].[C:13](OC(O[C:13]([CH3:16])([CH3:15])[CH3:14])N(C)C)([CH3:16])([CH3:15])[CH3:14]. Product: [N+:1]([C:4]1[CH:5]=[N:6][N:7]([CH2:9][C:10]([O:12][C:13]([CH3:16])([CH3:15])[CH3:14])=[O:11])[CH:8]=1)([O-:3])=[O:2]. The catalyst class is: 11. (6) Reactant: [NH2:1][C:2]1[CH:3]=[N:4][C:5]2[C:10]([C:11]=1[NH:12][CH2:13][C:14]1[CH:19]=[CH:18][CH:17]=[CH:16][CH:15]=1)=[CH:9][CH:8]=[CH:7][CH:6]=2.[CH2:20]([O:22][CH2:23][C:24](O)=O)[CH3:21].[OH-].[NH4+]. Product: [CH2:20]([O:22][CH2:23][C:24]1[N:12]([CH2:13][C:14]2[CH:19]=[CH:18][CH:17]=[CH:16][CH:15]=2)[C:11]2[C:10]3[CH:9]=[CH:8][CH:7]=[CH:6][C:5]=3[N:4]=[CH:3][C:2]=2[N:1]=1)[CH3:21]. The catalyst class is: 6. (7) Reactant: [F:1][CH:2]([F:23])[C:3]1[C:12]([O:13][C@H:14]2[CH2:19][CH2:18][C@@H:17]([CH3:20])[CH2:16][CH2:15]2)=[CH:11][CH:10]=[C:9]2[C:4]=1[CH:5]=[CH:6][C:7]([CH:21]=O)=[CH:8]2.C[O:25][C:26]([CH:28]1[CH2:33][CH2:32][NH:31][CH2:30][CH2:29]1)=[O:27].C(O[BH-](OC(=O)C)OC(=O)C)(=O)C.[Na+].C(O)(=O)C.[OH-].[Na+]. Product: [F:1][CH:2]([F:23])[C:3]1[C:12]([O:13][C@H:14]2[CH2:19][CH2:18][C@@H:17]([CH3:20])[CH2:16][CH2:15]2)=[CH:11][CH:10]=[C:9]2[C:4]=1[CH:5]=[CH:6][C:7]([CH2:21][N:31]1[CH2:32][CH2:33][CH:28]([C:26]([OH:25])=[O:27])[CH2:29][CH2:30]1)=[CH:8]2. The catalyst class is: 278. (8) Reactant: O[C:2]1[CH:7]=[CH:6][CH:5]=[C:4]([O:8][CH3:9])[C:3]=1[C:10](=[O:12])[CH3:11].N1CCCC1.[O:18]=[C:19]1[CH2:24][CH2:23][N:22]([C:25]([O:27][C:28]([CH3:31])([CH3:30])[CH3:29])=[O:26])[CH2:21][CH2:20]1. Product: [C:25]([N:22]1[CH2:21][CH2:20][C:19]2([CH2:11][C:10](=[O:12])[C:3]3[C:2](=[CH:7][CH:6]=[CH:5][C:4]=3[O:8][CH3:9])[O:18]2)[CH2:24][CH2:23]1)([O:27][C:28]([CH3:31])([CH3:30])[CH3:29])=[O:26]. The catalyst class is: 5.